Task: Predict the product of the given reaction.. Dataset: Forward reaction prediction with 1.9M reactions from USPTO patents (1976-2016) Given the reactants [O:1]1[CH:5]=[CH:4][C:3]([C:6]([C:9]2[CH:14]=[CH:13][CH:12]=[CH:11][CH:10]=2)([OH:8])[CH3:7])=[CH:2]1.N1C=CN=C1.[CH3:20][Si:21](Cl)([CH3:23])[CH3:22].CN([CH:28]=[O:29])C, predict the reaction product. The product is: [C:9]1([C:6]([C:3]2[CH:4]=[C:5]([CH:28]=[O:29])[O:1][CH:2]=2)([O:8][Si:21]([CH3:23])([CH3:22])[CH3:20])[CH3:7])[CH:10]=[CH:11][CH:12]=[CH:13][CH:14]=1.